Task: Predict the reactants needed to synthesize the given product.. Dataset: Full USPTO retrosynthesis dataset with 1.9M reactions from patents (1976-2016) (1) Given the product [CH:1]1([NH:6][S:10]([C:13]2[CH:14]=[C:15]([CH:19]=[CH:20][CH:21]=2)[C:16]([OH:18])=[O:17])(=[O:12])=[O:11])[CH2:5][CH2:4][CH2:3][CH2:2]1, predict the reactants needed to synthesize it. The reactants are: [CH:1]1([NH2:6])[CH2:5][CH2:4][CH2:3][CH2:2]1.[OH-].[Na+].Cl[S:10]([C:13]1[CH:14]=[C:15]([CH:19]=[CH:20][CH:21]=1)[C:16]([OH:18])=[O:17])(=[O:12])=[O:11]. (2) Given the product [Br:1][C:5]1[C:4]([OH:3])=[CH:13][CH:12]=[C:11]2[C:6]=1[CH:7]=[CH:8][CH:9]=[C:10]2[C:14]1[O:15][C:16]2[CH:22]=[C:21]([OH:23])[CH:20]=[CH:19][C:17]=2[N:18]=1, predict the reactants needed to synthesize it. The reactants are: [Br:1]Br.[OH:3][C:4]1[CH:5]=[C:6]2[C:11](=[CH:12][CH:13]=1)[C:10]([C:14]1[O:15][C:16]3[CH:22]=[C:21]([OH:23])[CH:20]=[CH:19][C:17]=3[N:18]=1)=[CH:9][CH:8]=[CH:7]2.O.